From a dataset of Reaction yield outcomes from USPTO patents with 853,638 reactions. Predict the reaction yield, written as a fraction of the theoretical maximum amount of product (1.0 means a 100% yield; for example, 0.34 means a 34% yield). (1) The catalyst is C(Cl)Cl. The product is [CH3:33][C:19]1[C:18]([NH:17][C:8]([NH2:9])=[NH:7])=[CH:23][C:22]([CH:24]2[CH2:29][CH2:28][N:27]([CH3:30])[CH2:26][C:25]2([CH3:32])[CH3:31])=[CH:21][N:20]=1. The reactants are C(OC(=O)[NH:7]/[C:8](/[NH:17][C:18]1[C:19]([CH3:33])=[N:20][CH:21]=[C:22]([CH:24]2[CH2:29][CH2:28][N:27]([CH3:30])[CH2:26][C:25]2([CH3:32])[CH3:31])[CH:23]=1)=[N:9]\C(=O)OC(C)(C)C)(C)(C)C.Cl. The yield is 1.10. (2) The reactants are [C:1]([O:5][C:6]([N:8]1[CH2:13][CH2:12][N:11]([C:14]2[CH:22]=[CH:21][CH:20]=[C:19]3[C:15]=2[CH:16]=[CH:17][NH:18]3)[CH2:10][CH2:9]1)=[O:7])([CH3:4])([CH3:3])[CH3:2].[Cl:23]N1C(=O)CCC1=O.S([O-])([O-])(=O)=S.[Na+].[Na+].C(=O)(O)[O-].[Na+]. The catalyst is O1CCOCC1.O. The product is [C:1]([O:5][C:6]([N:8]1[CH2:13][CH2:12][N:11]([C:14]2[C:22]([Cl:23])=[CH:21][CH:20]=[C:19]3[C:15]=2[CH:16]=[CH:17][NH:18]3)[CH2:10][CH2:9]1)=[O:7])([CH3:4])([CH3:2])[CH3:3]. The yield is 0.710.